From a dataset of Reaction yield outcomes from USPTO patents with 853,638 reactions. Predict the reaction yield, written as a fraction of the theoretical maximum amount of product (1.0 means a 100% yield; for example, 0.34 means a 34% yield). The reactants are [Br:1][C:2]1[CH:10]=[CH:9][C:5]([C:6](Cl)=[O:7])=[CH:4][CH:3]=1.C(N(CC)CC)C.[CH:18]1([NH2:25])[CH2:24][CH2:23][CH2:22][CH2:21][CH2:20][CH2:19]1. The catalyst is C(Cl)Cl. The product is [Br:1][C:2]1[CH:10]=[CH:9][C:5]([C:6]([NH:25][CH:18]2[CH2:24][CH2:23][CH2:22][CH2:21][CH2:20][CH2:19]2)=[O:7])=[CH:4][CH:3]=1. The yield is 0.930.